From a dataset of NCI-60 drug combinations with 297,098 pairs across 59 cell lines. Regression. Given two drug SMILES strings and cell line genomic features, predict the synergy score measuring deviation from expected non-interaction effect. Drug 1: CC1=C(C=C(C=C1)NC2=NC=CC(=N2)N(C)C3=CC4=NN(C(=C4C=C3)C)C)S(=O)(=O)N.Cl. Drug 2: C1CCC(CC1)NC(=O)N(CCCl)N=O. Cell line: TK-10. Synergy scores: CSS=2.95, Synergy_ZIP=2.96, Synergy_Bliss=7.55, Synergy_Loewe=2.98, Synergy_HSA=6.83.